Dataset: Catalyst prediction with 721,799 reactions and 888 catalyst types from USPTO. Task: Predict which catalyst facilitates the given reaction. (1) Reactant: [CH3:1][O:2][C:3]([C:5]1[C@H:6]([C:17]2[CH:22]=[CH:21][C:20]([F:23])=[CH:19][C:18]=2[Cl:24])[N:7]=[C:8]([C:12]2[S:13][CH:14]=[CH:15][N:16]=2)[NH:9][C:10]=1[CH3:11])=[O:4].C1C(=O)N([Br:32])C(=O)C1. Product: [CH3:1][O:2][C:3]([C:5]1[C@H:6]([C:17]2[CH:22]=[CH:21][C:20]([F:23])=[CH:19][C:18]=2[Cl:24])[N:7]=[C:8]([C:12]2[S:13][CH:14]=[CH:15][N:16]=2)[NH:9][C:10]=1[CH2:11][Br:32])=[O:4]. The catalyst class is: 53. (2) Reactant: C([O:5][C:6](=[O:33])[CH2:7][C@@H:8]([CH2:24][CH:25]1[CH2:32][CH2:31][C:28]2([CH2:30][CH2:29]2)[CH2:27][CH2:26]1)[C:9]([N:11]1[C@@H:15]([CH2:16][C:17]2[CH:22]=[CH:21][CH:20]=[CH:19][CH:18]=2)[CH2:14][O:13][C:12]1=[O:23])=[O:10])(C)(C)C.CCN(CC)CC.[Si](OS(C(F)(F)F)(=O)=O)(C)(C)C.O. Product: [CH2:16]([C@H:15]1[CH2:14][O:13][C:12](=[O:23])[N:11]1[C:9](=[O:10])[C@H:8]([CH2:24][CH:25]1[CH2:32][CH2:31][C:28]2([CH2:29][CH2:30]2)[CH2:27][CH2:26]1)[CH2:7][C:6]([OH:33])=[O:5])[C:17]1[CH:18]=[CH:19][CH:20]=[CH:21][CH:22]=1. The catalyst class is: 12. (3) Reactant: Br[C:2]1[C:3]([C:15](=[O:17])[NH2:16])=[N:4][N:5]([CH2:7][C:8]([O:10][C:11]([CH3:14])([CH3:13])[CH3:12])=[O:9])[CH:6]=1.[CH3:18][O:19][C:20]1[N:25]=[CH:24][C:23](B(O)O)=[CH:22][N:21]=1.C(=O)([O-])[O-].[Cs+].[Cs+]. Product: [C:15]([C:3]1[C:2]([C:23]2[CH:22]=[N:21][C:20]([O:19][CH3:18])=[N:25][CH:24]=2)=[CH:6][N:5]([CH2:7][C:8]([O:10][C:11]([CH3:14])([CH3:13])[CH3:12])=[O:9])[N:4]=1)(=[O:17])[NH2:16]. The catalyst class is: 455. (4) Reactant: [O:1]=[C:2]1[CH:7]([N:8]2[CH2:16][C:15]3[C:10](=[CH:11][CH:12]=[C:13]([CH2:17][NH:18][C:19]([C:21]4[CH:30]=[C:29]5[C:24]([CH2:25][CH2:26][N:27](C(OC(C)(C)C)=O)[CH2:28]5)=[CH:23][CH:22]=4)=[O:20])[CH:14]=3)[C:9]2=[O:38])[CH2:6][CH2:5][C:4](=[O:39])[NH:3]1.Cl. Product: [O:1]=[C:2]1[CH:7]([N:8]2[CH2:16][C:15]3[C:10](=[CH:11][CH:12]=[C:13]([CH2:17][NH:18][C:19]([C:21]4[CH:30]=[C:29]5[C:24]([CH2:25][CH2:26][NH:27][CH2:28]5)=[CH:23][CH:22]=4)=[O:20])[CH:14]=3)[C:9]2=[O:38])[CH2:6][CH2:5][C:4](=[O:39])[NH:3]1. The catalyst class is: 343. (5) Reactant: [CH3:1][C:2]1[CH:7]=[CH:6][N:5]=[CH:4][C:3]=1[N:8]1[CH2:12][CH2:11][NH:10][C:9]1=[O:13].Br[C:15]1[CH:16]=[C:17]2[C:22](=[CH:23][CH:24]=1)[N:21]=[C:20]([CH3:25])[CH:19]=[CH:18]2.N[C@@H]1CCCC[C@H]1N.P([O-])([O-])([O-])=O.[K+].[K+].[K+]. Product: [CH3:1][C:2]1[CH:7]=[CH:6][N:5]=[CH:4][C:3]=1[N:8]1[CH2:12][CH2:11][N:10]([C:15]2[CH:16]=[C:17]3[C:22](=[CH:23][CH:24]=2)[N:21]=[C:20]([CH3:25])[CH:19]=[CH:18]3)[C:9]1=[O:13]. The catalyst class is: 246. (6) Reactant: Cl.[NH2:2][C@@H:3]([CH2:8][CH2:9][CH2:10][NH:11][C:12]([O:14][C:15]([CH3:18])([CH3:17])[CH3:16])=[O:13])[C:4]([O:6][CH3:7])=[O:5].[F:19][C:20]1[CH:25]=[CH:24][C:23]([CH:26]([C:35]2[CH:40]=[CH:39][C:38]([F:41])=[CH:37][CH:36]=2)[C:27]2[S:31][C:30]([C:32](O)=[O:33])=[CH:29][CH:28]=2)=[CH:22][CH:21]=1.C(N(C(C)C)CC)(C)C.CN(C(ON1N=NC2C=CC=CC1=2)=[N+](C)C)C.F[P-](F)(F)(F)(F)F. Product: [F:41][C:38]1[CH:39]=[CH:40][C:35]([CH:26]([C:23]2[CH:24]=[CH:25][C:20]([F:19])=[CH:21][CH:22]=2)[C:27]2[S:31][C:30]([C:32]([NH:2][C@@H:3]([CH2:8][CH2:9][CH2:10][NH:11][C:12]([O:14][C:15]([CH3:18])([CH3:17])[CH3:16])=[O:13])[C:4]([O:6][CH3:7])=[O:5])=[O:33])=[CH:29][CH:28]=2)=[CH:36][CH:37]=1. The catalyst class is: 3. (7) Reactant: FC(F)(F)C([N:5]1[CH2:10][CH2:9][N:8]([CH:11]2[CH2:14][N:13]([C:15]([C:17]3[S:21][C:20]4[CH:22]=[C:23]([C:26]([F:29])([F:28])[F:27])[CH:24]=[CH:25][C:19]=4[CH:18]=3)=[O:16])[CH2:12]2)[CH2:7][CH2:6]1)=O. Product: [N:8]1([CH:11]2[CH2:14][N:13]([C:15]([C:17]3[S:21][C:20]4[CH:22]=[C:23]([C:26]([F:28])([F:27])[F:29])[CH:24]=[CH:25][C:19]=4[CH:18]=3)=[O:16])[CH2:12]2)[CH2:9][CH2:10][NH:5][CH2:6][CH2:7]1. The catalyst class is: 5. (8) Reactant: [CH3:1][O:2][C:3]([C:5]1([C:11]2[CH:16]=[CH:15][C:14]([NH2:17])=[C:13]([C:18]3[CH2:23][CH2:22][C:21]([CH3:25])([CH3:24])[CH2:20][CH:19]=3)[CH:12]=2)[CH2:10][CH2:9][O:8][CH2:7][CH2:6]1)=[O:4].[C:26]([C:28]1[CH:29]=[C:30]([C:33](O)=[O:34])[NH:31][CH:32]=1)#[N:27].Cl.CN(C)CCCN=C=NCC.OC1C2N=NNC=2C=CC=1.CCN(C(C)C)C(C)C. Product: [CH3:1][O:2][C:3]([C:5]1([C:11]2[CH:16]=[CH:15][C:14]([NH:17][C:33]([C:30]3[NH:31][CH:32]=[C:28]([C:26]#[N:27])[CH:29]=3)=[O:34])=[C:13]([C:18]3[CH2:23][CH2:22][C:21]([CH3:25])([CH3:24])[CH2:20][CH:19]=3)[CH:12]=2)[CH2:6][CH2:7][O:8][CH2:9][CH2:10]1)=[O:4]. The catalyst class is: 18. (9) Reactant: [Cl:1][C:2]1[CH:3]=[C:4]([N+:15]([O-:17])=[O:16])[C:5]([NH2:14])=[N:6][C:7]=1[N:8]1[CH2:13][CH2:12][NH:11][CH2:10][CH2:9]1.C(O)(C(F)(F)F)=O.CCN(C(C)C)C(C)C.[CH3:34][O:35][C:36]1[CH:41]=[CH:40][CH:39]=[CH:38][C:37]=1[C:42]1[C:46]([C:47](O)=[O:48])=[C:45]([CH3:50])[O:44][N:43]=1.CN(C(ON1N=NC2C=CC=NC1=2)=[N+](C)C)C.F[P-](F)(F)(F)(F)F. Product: [NH2:14][C:5]1[N:6]=[C:7]([N:8]2[CH2:9][CH2:10][N:11]([C:47]([C:46]3[C:42]([C:37]4[CH:38]=[CH:39][CH:40]=[CH:41][C:36]=4[O:35][CH3:34])=[N:43][O:44][C:45]=3[CH3:50])=[O:48])[CH2:12][CH2:13]2)[C:2]([Cl:1])=[CH:3][C:4]=1[N+:15]([O-:17])=[O:16]. The catalyst class is: 3.